From a dataset of Peptide-MHC class I binding affinity with 185,985 pairs from IEDB/IMGT. Regression. Given a peptide amino acid sequence and an MHC pseudo amino acid sequence, predict their binding affinity value. This is MHC class I binding data. (1) The peptide sequence is IHDHGEQLF. The MHC is HLA-B44:02 with pseudo-sequence HLA-B44:02. The binding affinity (normalized) is 0.0847. (2) The peptide sequence is ALTSLGLLYT. The MHC is HLA-A02:03 with pseudo-sequence HLA-A02:03. The binding affinity (normalized) is 0.554. (3) The peptide sequence is RPPMVTSGL. The MHC is HLA-A02:06 with pseudo-sequence HLA-A02:06. The binding affinity (normalized) is 0.0847. (4) The peptide sequence is KLREVYTQL. The MHC is HLA-A02:03 with pseudo-sequence HLA-A02:03. The binding affinity (normalized) is 0.661. (5) The peptide sequence is ETRSFTTHF. The MHC is HLA-B46:01 with pseudo-sequence HLA-B46:01. The binding affinity (normalized) is 0.0847. (6) The peptide sequence is KVEKYLPEV. The MHC is HLA-A68:02 with pseudo-sequence HLA-A68:02. The binding affinity (normalized) is 0.323. (7) The peptide sequence is SMQGAVDINR. The MHC is HLA-A33:01 with pseudo-sequence HLA-A33:01. The binding affinity (normalized) is 0.431. (8) The peptide sequence is NNKSRLVAF. The MHC is HLA-A30:01 with pseudo-sequence HLA-A30:01. The binding affinity (normalized) is 0.107. (9) The peptide sequence is LFPELECFF. The binding affinity (normalized) is 0.0847. The MHC is HLA-C04:01 with pseudo-sequence HLA-C04:01. (10) The peptide sequence is DVSVSVGTGI. The MHC is HLA-A02:03 with pseudo-sequence HLA-A02:03. The binding affinity (normalized) is 0.199.